From a dataset of Retrosynthesis with 50K atom-mapped reactions and 10 reaction types from USPTO. Predict the reactants needed to synthesize the given product. (1) The reactants are: C/C=C(\CC)C(C)(C)C(=O)OCC. Given the product C/C=C(\CC)C(C)(C)CO, predict the reactants needed to synthesize it. (2) Given the product O=C(CC(F)(F)F)Nc1ccc(Sc2nc(Nc3ccccn3)cc(N3CC[C@H](F)C3)n2)cc1, predict the reactants needed to synthesize it. The reactants are: F[C@H]1CCNC1.O=C(CC(F)(F)F)Nc1ccc(Sc2nc(Cl)cc(Nc3ccccn3)n2)cc1. (3) Given the product CCO[C@@H]1O[C@H](COC(C)=O)[C@@H](O[C@@H]2O[C@H](COC(C)=O)[C@H](O[C@H]3O[C@H](COC(C)=O)[C@H](OC(C)=O)[C@H](OC(C)=O)[C@H]3OC(C)=O)[C@H](OC(C)=O)[C@H]2OC(C)=O)[C@H](OC(C)=O)[C@H]1OC(C)=O, predict the reactants needed to synthesize it. The reactants are: CC(=O)OC[C@H]1O[C@@H](O[C@H]2[C@H](OC(C)=O)[C@@H](OC(C)=O)[C@H](OCCBr)O[C@@H]2COC(C)=O)[C@H](OC(C)=O)[C@@H](OC(C)=O)[C@H]1O[C@H]1O[C@H](COC(C)=O)[C@H](OC(C)=O)[C@H](OC(C)=O)[C@H]1OC(C)=O. (4) Given the product C[C@]12CC[C@H]3[C@@H](CCC4=C/C(=C\F)CC[C@@]43C)[C@@H]1CCC2=O, predict the reactants needed to synthesize it. The reactants are: C[C@]12CC[C@H]3[C@@H](CCC4=C/C(=C\F)CC[C@@]43C)[C@@H]1CC[C@@H]2O. (5) Given the product C#Cc1c[nH]c2nc(NC(=O)C(C)(C)C)nc(O)c12, predict the reactants needed to synthesize it. The reactants are: CC(C)(C)C(=O)Nc1nc(O)c2c(C#C[Si](C)(C)C)c[nH]c2n1. (6) Given the product CN(C)C(=O)c1cc(Br)ccc1I, predict the reactants needed to synthesize it. The reactants are: CNC.O=C(O)c1cc(Br)ccc1I. (7) The reactants are: Nc1cc(C(F)(F)F)ccc1O.O=C(Cl)CCl. Given the product O=C(CCl)Nc1cc(C(F)(F)F)ccc1O, predict the reactants needed to synthesize it. (8) Given the product CCCCCCCCOCCC(=O)OC(C)(C)C, predict the reactants needed to synthesize it. The reactants are: C=CC(=O)OC(C)(C)C.CCCCCCCCO. (9) Given the product CC(C)(C)OC(=O)c1ccc(N2CCC(c3ccc(C(=O)Nc4cccc(C(C)(C)C)c4)cc3)CC2)cc1, predict the reactants needed to synthesize it. The reactants are: CC(C)(C)OC(=O)c1ccc(Br)cc1.CC(C)(C)c1cccc(NC(=O)c2ccc(C3CCNCC3)cc2)c1.